This data is from Forward reaction prediction with 1.9M reactions from USPTO patents (1976-2016). The task is: Predict the product of the given reaction. (1) Given the reactants C(=O)([O-])[O-].[K+].[K+].[C:7]([CH2:9][C:10]([O:12][CH3:13])=[O:11])#[N:8].Cl[C:15]1[CH:20]=[C:19]([Cl:21])[CH:18]=[CH:17][C:16]=1[N+:22]([O-:24])=[O:23].Cl, predict the reaction product. The product is: [Cl:21][C:19]1[CH:18]=[CH:17][C:16]([N+:22]([O-:24])=[O:23])=[C:15]([CH:9]([C:7]#[N:8])[C:10]([O:12][CH3:13])=[O:11])[CH:20]=1. (2) Given the reactants [C:9](O[C:9]([O:11][C:12]([CH3:15])([CH3:14])[CH3:13])=[O:10])([O:11][C:12]([CH3:15])([CH3:14])[CH3:13])=[O:10].[CH2:16]([C:20]1[N:25]=[C:24]([Cl:26])[N:23]=[C:22]([N:27]2[CH2:32][CH2:31][CH2:30][C@@H:29]([NH2:33])[CH2:28]2)[CH:21]=1)[CH2:17][CH2:18][CH3:19].C(N(CC)CC)C, predict the reaction product. The product is: [CH2:16]([C:20]1[N:25]=[C:24]([Cl:26])[N:23]=[C:22]([N:27]2[CH2:32][CH2:31][CH2:30][C@@H:29]([NH:33][C:9](=[O:10])[O:11][C:12]([CH3:13])([CH3:14])[CH3:15])[CH2:28]2)[CH:21]=1)[CH2:17][CH2:18][CH3:19]. (3) Given the reactants [CH3:1][CH:2]1[CH2:7][CH:6]([CH3:8])[CH2:5][NH:4][CH2:3]1.CCN(C(C)C)C(C)C.[Br:18][C:19]1[C:20](Cl)=[C:21]([C:27](=[O:34])[C:28]([O:30][CH:31]([CH3:33])[CH3:32])=[O:29])[C:22]([CH3:26])=[N:23][C:24]=1[CH3:25], predict the reaction product. The product is: [Br:18][C:19]1[C:20]([N:4]2[CH2:5][CH:6]([CH3:8])[CH2:7][CH:2]([CH3:1])[CH2:3]2)=[C:21]([C:27](=[O:34])[C:28]([O:30][CH:31]([CH3:32])[CH3:33])=[O:29])[C:22]([CH3:26])=[N:23][C:24]=1[CH3:25]. (4) Given the reactants [OH:1][C:2]1[CH:7]=[CH:6][C:5]([C:8]2[CH:13]=[CH:12][C:11]([S:14]([CH3:17])(=[O:16])=[O:15])=[CH:10][CH:9]=2)=[CH:4][C:3]=1[CH2:18][CH2:19][NH:20][C:21]([C:23]1[C:32]([OH:33])=[CH:31][C:30]2[C:25](=[CH:26][CH:27]=[CH:28][CH:29]=2)[CH:24]=1)=[O:22].[CH2:34]([O:36][C:37](=[O:40])[CH2:38]Br)C.C([O-])([O-])=O.[Cs+].[Cs+], predict the reaction product. The product is: [CH3:34][O:36][C:37](=[O:40])[CH2:38][O:1][C:2]1[CH:7]=[CH:6][C:5]([C:8]2[CH:9]=[CH:10][C:11]([S:14]([CH3:17])(=[O:16])=[O:15])=[CH:12][CH:13]=2)=[CH:4][C:3]=1[CH2:18][CH2:19][NH:20][C:21]([C:23]1[C:32]([OH:33])=[CH:31][C:30]2[C:25](=[CH:26][CH:27]=[CH:28][CH:29]=2)[CH:24]=1)=[O:22].